Task: Predict the reactants needed to synthesize the given product.. Dataset: Full USPTO retrosynthesis dataset with 1.9M reactions from patents (1976-2016) (1) Given the product [F:17][C:14]([C:13]1[CH:12]=[CH:11][N:29]2[CH:30]=[CH:31][N:32]=[C:28]2[N:27]=1)([CH3:15])[CH3:16], predict the reactants needed to synthesize it. The reactants are: FC(C)(C)C(=O)C.C(O[CH:11](OCC)[CH2:12][C:13](=O)[C:14]([F:17])([CH3:16])[CH3:15])C.S(O)(O)(=O)=O.[NH2:27][C:28]1[NH:29][CH:30]=[CH:31][N:32]=1.[NH2:27][C:28]1[NH:29][CH:30]=[CH:31][N:32]=1. (2) Given the product [C:37]([O:36][C:35]([N:34]([C:42]1[N:43]=[CH:44][S:45][CH:46]=1)[S:31]([C:29]1[C:28]([F:47])=[CH:27][C:26]([O:17][C:5]2[CH:4]=[CH:3][C:2]([Cl:1])=[CH:7][C:6]=2[CH2:8][CH2:9][CH2:10][NH:11][CH2:12][CH2:13][C:14]([O:16][CH3:18])=[O:15])=[C:25]([Cl:24])[CH:30]=1)(=[O:33])=[O:32])=[O:41])([CH3:40])([CH3:39])[CH3:38], predict the reactants needed to synthesize it. The reactants are: [Cl:1][C:2]1[CH:3]=[CH:4][C:5]([OH:17])=[C:6]([CH2:8][CH2:9][CH2:10][NH:11][CH2:12][CH2:13][C:14]([O-:16])=[O:15])[CH:7]=1.[C:18]([O-])([O-])=O.[K+].[K+].[Cl:24][C:25]1[C:26](F)=[CH:27][C:28]([F:47])=[C:29]([S:31]([N:34]([C:42]2[N:43]=[CH:44][S:45][CH:46]=2)[C:35](=[O:41])[O:36][C:37]([CH3:40])([CH3:39])[CH3:38])(=[O:33])=[O:32])[CH:30]=1.O. (3) Given the product [Br:1][C:2]1[CH:10]=[CH:9][C:8]([S:11]([CH2:14][CH3:15])(=[O:13])=[O:12])=[CH:7][C:3]=1[C:4]#[N:6], predict the reactants needed to synthesize it. The reactants are: [Br:1][C:2]1[CH:10]=[CH:9][C:8]([S:11]([CH2:14][CH3:15])(=[O:13])=[O:12])=[CH:7][C:3]=1[C:4]([NH2:6])=O.C(N(CC)CC)C.FC(F)(F)C(OC(=O)C(F)(F)F)=O.CCOC(C)=O. (4) The reactants are: FC1C=C(C=C(C2C=CN=CC=2)C=1)CCC1C=CC(N2CCN(S(C(F)(F)F)(=O)=O)CC2)=CC=1.[N:35]1([CH2:40][C:41]2[CH:42]=[C:43]([CH:61]=[C:62]([Cl:64])[CH:63]=2)/[CH:44]=[CH:45]/[C:46]2[CH:51]=[CH:50][C:49]([N:52]3[CH2:57][CH2:56][N:55]([C:58](=[O:60])[CH3:59])[CH2:54][CH2:53]3)=[CH:48][CH:47]=2)[CH:39]=[CH:38][N:37]=[CH:36]1. Given the product [N:35]1([CH2:40][C:41]2[CH:42]=[C:43]([CH:61]=[C:62]([Cl:64])[CH:63]=2)[CH2:44][CH2:45][C:46]2[CH:47]=[CH:48][C:49]([N:52]3[CH2:53][CH2:54][N:55]([C:58](=[O:60])[CH3:59])[CH2:56][CH2:57]3)=[CH:50][CH:51]=2)[CH:39]=[CH:38][N:37]=[CH:36]1, predict the reactants needed to synthesize it. (5) Given the product [CH3:33][O:32][C:26]1[CH:25]=[C:24]([NH:23][C:22]2[C:13]([NH:12][S:9]([C:6]3[CH:7]=[N:8][C:3]([CH2:2][N:47]4[CH2:48][CH2:49][N:44]([CH3:43])[CH2:45][CH2:46]4)=[CH:4][CH:5]=3)(=[O:10])=[O:11])=[N:14][C:15]3[C:20]([N:21]=2)=[CH:19][CH:18]=[CH:17][CH:16]=3)[CH:29]=[C:28]([O:30][CH3:31])[CH:27]=1, predict the reactants needed to synthesize it. The reactants are: Cl[CH2:2][C:3]1[N:8]=[CH:7][C:6]([S:9]([NH:12][C:13]2[C:22]([NH:23][C:24]3[CH:29]=[C:28]([O:30][CH3:31])[CH:27]=[C:26]([O:32][CH3:33])[CH:25]=3)=[N:21][C:20]3[C:15](=[CH:16][CH:17]=[CH:18][CH:19]=3)[N:14]=2)(=[O:11])=[O:10])=[CH:5][CH:4]=1.C(N(C(C)C)C(C)C)C.[CH3:43][N:44]1[CH2:49][CH2:48][NH:47][CH2:46][CH2:45]1. (6) Given the product [Cl:1][C:2]1[S:6][C:5]([C:7]([Cl:12])=[O:9])=[CH:4][CH:3]=1, predict the reactants needed to synthesize it. The reactants are: [Cl:1][C:2]1[S:6][C:5]([C:7]([OH:9])=O)=[CH:4][CH:3]=1.S(Cl)([Cl:12])=O. (7) Given the product [C:1]([O:5][C:6]([NH:8][CH2:9][CH2:10][CH2:11][CH2:12][CH:13]([NH:49][C:50](=[O:71])[CH2:51][CH2:52][NH:53][C:54]([C:56]1[CH:57]=[CH:58][C:59]([C:62]2[CH:63]=[CH:64][C:65]([CH2:68][CH2:69][CH3:70])=[CH:66][CH:67]=2)=[CH:60][CH:61]=1)=[O:55])[C:14]([N:16]([CH3:48])[C@H:17]1[C:34]2[CH:35]=[C:30]([C:31]([O:36][CH3:37])=[CH:32][CH:33]=2)[C:29]2=[CH:38][C:25](=[CH:26][CH:27]=[C:28]2[O:39][CH3:40])[CH2:24][C@@H:23]([C:41]([OH:43])=[O:42])[NH:22][C:21](=[O:45])[C@H:20]([CH3:46])[NH:19][C:18]1=[O:47])=[O:15])=[O:7])([CH3:4])([CH3:2])[CH3:3], predict the reactants needed to synthesize it. The reactants are: [C:1]([O:5][C:6]([NH:8][CH2:9][CH2:10][CH2:11][CH2:12][CH:13]([NH:49][C:50](=[O:71])[CH2:51][CH2:52][NH:53][C:54]([C:56]1[CH:61]=[CH:60][C:59]([C:62]2[CH:67]=[CH:66][C:65]([CH2:68][CH2:69][CH3:70])=[CH:64][CH:63]=2)=[CH:58][CH:57]=1)=[O:55])[C:14]([N:16]([CH3:48])[C@H:17]1[C:34]2[CH:35]=[C:30]([C:31]([O:36][CH3:37])=[CH:32][CH:33]=2)[C:29]2=[CH:38][C:25](=[CH:26][CH:27]=[C:28]2[O:39][CH3:40])[CH2:24][C@@H:23]([C:41]([O:43]C)=[O:42])[NH:22][C:21](=[O:45])[C@H:20]([CH3:46])[NH:19][C:18]1=[O:47])=[O:15])=[O:7])([CH3:4])([CH3:3])[CH3:2].[Li+].[OH-]. (8) The reactants are: N#N.[CH2:3]1[CH2:13][CH2:12][N:11]2[C:6](=NCC[CH2:10]2)[CH2:5][CH2:4]1.BrCCCC#[N:19]. Given the product [N:11]1([CH2:12][CH2:13][CH2:3][CH2:4][NH2:19])[CH2:10][CH2:5][CH2:6]1, predict the reactants needed to synthesize it.